From a dataset of Full USPTO retrosynthesis dataset with 1.9M reactions from patents (1976-2016). Predict the reactants needed to synthesize the given product. (1) Given the product [Cl:1][C:2]1[C:3]([O:20][CH3:21])=[C:4]2[C:9](=[CH:10][CH:11]=1)[C:8]([CH:22]=[CH2:23])([OH:12])[C:7]([CH3:13])([OH:17])[CH2:6][C:5]2([CH3:19])[CH3:18], predict the reactants needed to synthesize it. The reactants are: [Cl:1][C:2]1[C:3]([O:20][CH3:21])=[C:4]2[C:9](=[CH:10][CH:11]=1)[C:8](=[O:12])[C:7]([OH:17])([C:13](F)(F)F)[CH2:6][C:5]2([CH3:19])[CH3:18].[CH:22]([Mg]Br)=[CH2:23].[NH4+].[Cl-]. (2) Given the product [Cl:1][C:2]1[CH:10]=[CH:9][C:8]([C:27]2[C:28]([C@@H:39]([NH:49][C:50](=[O:56])[O:51][C:52]([CH3:55])([CH3:54])[CH3:53])[CH2:40][C:41]3[CH:46]=[C:45]([F:47])[CH:44]=[C:43]([F:48])[CH:42]=3)=[N:29][C:30]([C:33]#[C:34][C:35]([OH:38])([CH3:36])[CH3:37])=[CH:31][CH:32]=2)=[C:7]2[C:3]=1[C:4]([NH:21][S:22]([CH3:25])(=[O:23])=[O:24])=[N:5][N:6]2[CH3:20], predict the reactants needed to synthesize it. The reactants are: [Cl:1][C:2]1[CH:10]=[CH:9][C:8](B2OC(C)(C)C(C)(C)O2)=[C:7]2[C:3]=1[C:4]([NH:21][S:22]([CH3:25])(=[O:24])=[O:23])=[N:5][N:6]2[CH3:20].Br[C:27]1[C:28]([C@@H:39]([NH:49][C:50](=[O:56])[O:51][C:52]([CH3:55])([CH3:54])[CH3:53])[CH2:40][C:41]2[CH:46]=[C:45]([F:47])[CH:44]=[C:43]([F:48])[CH:42]=2)=[N:29][C:30]([C:33]#[C:34][C:35]([OH:38])([CH3:37])[CH3:36])=[CH:31][CH:32]=1.C(=O)(O)[O-].[Na+].